From a dataset of Full USPTO retrosynthesis dataset with 1.9M reactions from patents (1976-2016). Predict the reactants needed to synthesize the given product. (1) Given the product [CH3:1][C:2]1[C:6]2[CH:7]=[CH:8][C:9]([C:11]([F:12])([F:13])[F:14])=[CH:10][C:5]=2[S:4][C:3]=1[CH:15]([O:26][CH2:27][CH2:28][CH3:29])[CH2:16][CH2:17][OH:18], predict the reactants needed to synthesize it. The reactants are: [CH3:1][C:2]1[C:6]2[CH:7]=[CH:8][C:9]([C:11]([F:14])([F:13])[F:12])=[CH:10][C:5]=2[S:4][C:3]=1[CH:15]([O:26][CH2:27][CH:28]=[CH2:29])[CH2:16][CH2:17][O:18]CC1C=CC=CC=1. (2) Given the product [Cl:1][C:2]1[C:11]([C:12]#[N:14])=[CH:10][C:9]2[C:4](=[CH:5][CH:6]=[C:7]([O:22][CH3:23])[CH:8]=2)[N:3]=1, predict the reactants needed to synthesize it. The reactants are: [Cl:1][C:2]1[C:11]([CH:12]=O)=[CH:10][C:9]2[C:4](=[CH:5][CH:6]=[CH:7][CH:8]=2)[N:3]=1.[NH3:14].O.II.O.C1[CH2:23][O:22]CC1. (3) Given the product [Cl:19][C:12]1[CH:11]=[C:10]([CH:18]=[CH:17][C:13]=1[C:14]([NH:53][NH:52][C:50]([C:48]1[N:49]=[C:38]2[C:37]([Cl:36])=[CH:42][C:41]([C:43]([F:46])([F:45])[F:44])=[CH:40][N:39]2[CH:47]=1)=[O:51])=[O:16])[CH2:9][NH:8][C:6](=[O:7])[O:5][C:1]([CH3:2])([CH3:3])[CH3:4], predict the reactants needed to synthesize it. The reactants are: [C:1]([O:5][C:6]([NH:8][CH2:9][C:10]1[CH:18]=[CH:17][C:13]([C:14]([OH:16])=O)=[C:12]([Cl:19])[CH:11]=1)=[O:7])([CH3:4])([CH3:3])[CH3:2].CN(C=O)C.CCN=C=NCCCN(C)C.[Cl:36][C:37]1[C:38]2[N:39]([CH:47]=[C:48]([C:50]([NH:52][NH2:53])=[O:51])[N:49]=2)[CH:40]=[C:41]([C:43]([F:46])([F:45])[F:44])[CH:42]=1. (4) Given the product [C:13]([C:2]1[CH:7]=[CH:6][CH:5]=[C:4]([CH3:8])[N:3]=1)#[CH:14], predict the reactants needed to synthesize it. The reactants are: Br[C:2]1[CH:7]=[CH:6][CH:5]=[C:4]([CH3:8])[N:3]=1.C[Si]([C:13]#[CH:14])(C)C.[OH-].[Na+].Cl. (5) Given the product [Cl:27][C:22]1[CH:21]=[C:20]([C:9]2[CH:17]=[CH:16][CH:15]=[C:14]3[C:10]=2[CH:11]=[CH:12][NH:13]3)[CH:25]=[CH:24][C:23]=1[F:26], predict the reactants needed to synthesize it. The reactants are: CC1(C)C(C)(C)OB([C:9]2[CH:17]=[CH:16][CH:15]=[C:14]3[C:10]=2[CH:11]=[CH:12][NH:13]3)O1.Br[C:20]1[CH:25]=[CH:24][C:23]([F:26])=[C:22]([Cl:27])[CH:21]=1.[OH-].[Na+]. (6) Given the product [CH3:15][C:12]1[N:11]2[C:5]3[CH:4]=[CH:3][C:2]([C:36]4[CH:37]=[CH:38][C:39](=[O:42])[NH:40][CH:41]=4)=[CH:27][C:6]=3[N:7]([C:17]3[CH:22]=[CH:21][C:20]([S:23]([CH3:26])(=[O:24])=[O:25])=[CH:19][CH:18]=3)[CH2:8][C@@H:9]([CH3:16])[C:10]2=[N:14][N:13]=1, predict the reactants needed to synthesize it. The reactants are: Br[C:2]1[CH:3]=[CH:4][C:5]2[N:11]3[C:12]([CH3:15])=[N:13][N:14]=[C:10]3[C@H:9]([CH3:16])[CH2:8][N:7]([C:17]3[CH:22]=[CH:21][C:20]([S:23]([CH3:26])(=[O:25])=[O:24])=[CH:19][CH:18]=3)[C:6]=2[CH:27]=1.CC1(C)C(C)(C)OB([C:36]2[CH:37]=[CH:38][C:39](=[O:42])[NH:40][CH:41]=2)O1.C([O-])([O-])=O.[Cs+].[Cs+]. (7) Given the product [CH2:1]([O:15][C:16]1[O:20][C:19]([C:21]([O:23][C:37]2[CH:36]=[CH:35][CH:34]=[CH:32][C:31]=2[C:30]([OH:39])=[O:38])=[O:22])=[CH:18][CH:17]=1)[CH2:2][CH2:3][CH2:4][CH2:5][CH2:6][CH2:7][CH2:8][CH2:9][CH2:10][CH2:11][CH2:12][CH2:13][CH3:14], predict the reactants needed to synthesize it. The reactants are: [CH2:1]([O:15][C:16]1[O:20][C:19]([C:21]([OH:23])=[O:22])=[CH:18][CH:17]=1)[CH2:2][CH2:3][CH2:4][CH2:5][CH2:6][CH2:7][CH2:8][CH2:9][CH2:10][CH2:11][CH2:12][CH2:13][CH3:14].C(Cl)(=O)C(Cl)=O.[C:30]([OH:39])(=[O:38])[C:31]1[C:32](=[CH:34][CH:35]=[CH:36][CH:37]=1)O.CCN(CC)CC. (8) Given the product [Cl:10][CH2:11][CH2:12][CH2:13][CH2:14][N:1]1[C:5]2[CH:6]=[CH:7][CH:8]=[CH:9][C:4]=2[N:3]=[N:2]1, predict the reactants needed to synthesize it. The reactants are: [NH:1]1[C:5]2[CH:6]=[CH:7][CH:8]=[CH:9][C:4]=2[N:3]=[N:2]1.[Cl:10][CH2:11][CH2:12][CH2:13][CH2:14]Br. (9) Given the product [Br:33][C:8]1[O:9][C:10]2[CH:30]=[C:29]([O:31][CH3:32])[CH:28]=[CH:27][C:11]=2[C:12]=1[C:13](=[O:26])[C:14]1[CH:19]=[C:18]([O:20][CH3:21])[C:17]([O:22][CH3:23])=[C:16]([O:24][CH3:25])[CH:15]=1, predict the reactants needed to synthesize it. The reactants are: [Si]([C:8]1[O:9][C:10]2[CH:30]=[C:29]([O:31][CH3:32])[CH:28]=[CH:27][C:11]=2[C:12]=1[C:13](=[O:26])[C:14]1[CH:19]=[C:18]([O:20][CH3:21])[C:17]([O:22][CH3:23])=[C:16]([O:24][CH3:25])[CH:15]=1)(C(C)(C)C)(C)C.[Br:33]Br. (10) Given the product [C:54]([O:53][C:51]([NH:18][CH2:17][C:6]1[C:5]([C:26]2[CH:27]=[CH:28][C:29]([CH3:32])=[CH:30][CH:31]=2)=[C:4]([CH2:3][C:33]([OH:35])=[O:34])[C:9]([CH2:10][CH3:11])=[N:8][C:7]=1[CH2:12][C:13]([CH3:16])([CH3:15])[CH3:14])=[O:52])([CH3:55])([CH3:56])[CH3:57], predict the reactants needed to synthesize it. The reactants are: C([CH2:3][C:4]1[C:5]([C:26]2[CH:31]=[CH:30][C:29]([CH3:32])=[CH:28][CH:27]=2)=[C:6]([CH2:17][NH:18]C(=O)OC(C)(C)C)[C:7]([CH2:12][C:13]([CH3:16])([CH3:15])[CH3:14])=[N:8][C:9]=1[CH2:10][CH3:11])#N.[C:33](=O)([O-:35])[OH:34].[Na+].O1CCCC1.[C:51](O[C:51]([O:53][C:54]([CH3:57])([CH3:56])[CH3:55])=[O:52])([O:53][C:54]([CH3:57])([CH3:56])[CH3:55])=[O:52].